Dataset: Reaction yield outcomes from USPTO patents with 853,638 reactions. Task: Predict the reaction yield, written as a fraction of the theoretical maximum amount of product (1.0 means a 100% yield; for example, 0.34 means a 34% yield). (1) The reactants are [CH3:1][C:2]1([CH3:16])[O:6][B:5]([C:7]2[CH:12]=[CH:11][C:10]([OH:13])=[CH:9][CH:8]=2)[O:4][C:3]1([CH3:15])[CH3:14].[F:17][C:18]1[CH:19]=[C:20](B(O)O)[CH:21]=[CH:22][CH:23]=1.C(N(CC)CC)C. The catalyst is ClCCl. The product is [F:17][C:18]1[CH:23]=[C:22]([CH:21]=[CH:20][CH:19]=1)[O:13][C:10]1[CH:11]=[CH:12][C:7]([B:5]2[O:4][C:3]([CH3:15])([CH3:14])[C:2]([CH3:16])([CH3:1])[O:6]2)=[CH:8][CH:9]=1. The yield is 0.250. (2) The reactants are [CH2:1]([O:3][C:4]([C:6]1[C:7]2[C:15](I)=[N:14][N:13]([CH:17]3[CH2:22][CH2:21][CH2:20][CH2:19][O:18]3)[C:8]=2[N:9]=[C:10]([Cl:12])[CH:11]=1)=[O:5])[CH3:2].C(N(CC)CC)C.[CH:30]1([C:36]#[CH:37])[CH2:35][CH2:34][CH2:33][CH2:32][CH2:31]1. The catalyst is C1COCC1.[Cu]I.C1C=CC([P]([Pd]([P](C2C=CC=CC=2)(C2C=CC=CC=2)C2C=CC=CC=2)([P](C2C=CC=CC=2)(C2C=CC=CC=2)C2C=CC=CC=2)[P](C2C=CC=CC=2)(C2C=CC=CC=2)C2C=CC=CC=2)(C2C=CC=CC=2)C2C=CC=CC=2)=CC=1. The product is [CH2:1]([O:3][C:4]([C:6]1[C:7]2[C:15]([C:37]#[C:36][CH:30]3[CH2:35][CH2:34][CH2:33][CH2:32][CH2:31]3)=[N:14][N:13]([CH:17]3[CH2:22][CH2:21][CH2:20][CH2:19][O:18]3)[C:8]=2[N:9]=[C:10]([Cl:12])[CH:11]=1)=[O:5])[CH3:2]. The yield is 0.970. (3) The reactants are [F:1][C:2]1[CH:3]=[CH:4][C:5]([NH:8][NH2:9])=[N:6][CH:7]=1.[CH3:10][N:11]1[CH2:16][CH2:15][CH2:14][CH2:13][C@H:12]1[C:17](O)=[O:18].C(Cl)CCl.C1C=CC2N(O)N=NC=2C=1.O.N. The catalyst is CN(C=O)C.CO.C(Cl)Cl. The product is [F:1][C:2]1[CH:3]=[CH:4][C:5]([NH:8][NH:9][C:17]([C@@H:12]2[CH2:13][CH2:14][CH2:15][CH2:16][N:11]2[CH3:10])=[O:18])=[N:6][CH:7]=1. The yield is 0.670. (4) The reactants are Br[C:2]1[CH:3]=[C:4]([C:8]2[CH:12]=[C:11]([NH:13][C:14](=[O:20])[O:15][C:16]([CH3:19])([CH3:18])[CH3:17])[O:10][N:9]=2)[CH:5]=[CH:6][CH:7]=1.CC1(C)C(C)(C)OB([C:29]2[CH:52]=[CH:51][C:32]([C:33]([N:35]3[CH2:40][CH2:39][N:38]([C:41]([O:43][CH2:44][C:45]4[CH:50]=[CH:49][CH:48]=[CH:47][CH:46]=4)=[O:42])[CH2:37][CH2:36]3)=[O:34])=[CH:31][CH:30]=2)O1.C([O-])([O-])=O.[Cs+].[Cs+]. The catalyst is O1CCOCC1.O. The product is [C:16]([O:15][C:14]([NH:13][C:11]1[O:10][N:9]=[C:8]([C:4]2[CH:3]=[C:2]([C:29]3[CH:30]=[CH:31][C:32]([C:33]([N:35]4[CH2:40][CH2:39][N:38]([C:41]([O:43][CH2:44][C:45]5[CH:50]=[CH:49][CH:48]=[CH:47][CH:46]=5)=[O:42])[CH2:37][CH2:36]4)=[O:34])=[CH:51][CH:52]=3)[CH:7]=[CH:6][CH:5]=2)[CH:12]=1)=[O:20])([CH3:19])([CH3:18])[CH3:17]. The yield is 0.320. (5) The product is [ClH:1].[ClH:1].[CH3:31][C@H:11]1[C:12]2[C:17]([N:18]3[CH2:19][CH2:20][NH:21][CH2:22][CH2:23]3)=[N:16][CH:15]=[N:14][C:13]=2[C@H:9]([OH:8])[CH2:10]1. The reactants are [ClH:1].O1CCOCC1.[OH:8][C@H:9]1[C:13]2[N:14]=[CH:15][N:16]=[C:17]([N:18]3[CH2:23][CH2:22][N:21](C(OC(C)(C)C)=O)[CH2:20][CH2:19]3)[C:12]=2[C@H:11]([CH3:31])[CH2:10]1. The catalyst is O1CCOCC1. The yield is 0.798. (6) The reactants are [Cl:1][C:2]1[CH:7]=[CH:6][C:5]([N:8]2[C:13]([OH:14])=[C:12]([C:15](OCC)=[O:16])[C:11](=[O:20])[N:10]([CH2:21][C:22]3[CH:27]=[CH:26][CH:25]=[CH:24][CH:23]=3)[C:9]2=[O:28])=[CH:4][CH:3]=1.C1CCN2C(=NCCC2)CC1.[NH2:40][CH2:41][C:42]([OH:44])=[O:43]. The catalyst is C(O)C. The product is [Cl:1][C:2]1[CH:3]=[CH:4][C:5]([N:8]2[C:13]([OH:14])=[C:12]([C:15]([NH:40][CH2:41][C:42]([OH:44])=[O:43])=[O:16])[C:11](=[O:20])[N:10]([CH2:21][C:22]3[CH:27]=[CH:26][CH:25]=[CH:24][CH:23]=3)[C:9]2=[O:28])=[CH:6][CH:7]=1. The yield is 0.100. (7) The reactants are [Br:1][C:2]1[C:7]([CH3:8])=[CH:6][C:5]([O:9][CH3:10])=[CH:4][C:3]=1[CH2:11]Br.C([O-])([O-])=[O:14].[Ca+2].CCOC(C)=O. The catalyst is O1CCOCC1.O. The product is [Br:1][C:2]1[C:7]([CH3:8])=[CH:6][C:5]([O:9][CH3:10])=[CH:4][C:3]=1[CH2:11][OH:14]. The yield is 0.120. (8) The reactants are [N:1]1[CH:6]=[CH:5][CH:4]=[CH:3][C:2]=1[C:7]12[O:13][CH:12]1[CH2:11][N:10]([C:14]([O:16][C:17]([CH3:20])([CH3:19])[CH3:18])=[O:15])[CH2:9][CH2:8]2.[C-:21]#[N:22].[K+]. The catalyst is CS(C)=O. The product is [C:21]([C:7]1([C:2]2[CH:3]=[CH:4][CH:5]=[CH:6][N:1]=2)[CH2:8][CH2:9][N:10]([C:14]([O:16][C:17]([CH3:20])([CH3:19])[CH3:18])=[O:15])[CH2:11][CH:12]1[OH:13])#[N:22]. The yield is 0.220. (9) The reactants are [O:1]([C:8]1[CH:13]=[CH:12][C:11](O)=[CH:10][CH:9]=1)[C:2]1[CH:7]=[CH:6][CH:5]=[CH:4][CH:3]=1.Br[CH2:16][CH2:17][CH2:18]Br.C(=O)([O-])[O-].[K+].[K+]. The catalyst is C(C(C)=O)C. The product is [O:1]([C:8]1[CH:13]=[CH:12][C:11]([CH2:16][CH2:17][CH3:18])=[CH:10][CH:9]=1)[C:2]1[CH:7]=[CH:6][CH:5]=[CH:4][CH:3]=1. The yield is 0.840.